This data is from Reaction yield outcomes from USPTO patents with 853,638 reactions. The task is: Predict the reaction yield, written as a fraction of the theoretical maximum amount of product (1.0 means a 100% yield; for example, 0.34 means a 34% yield). (1) The reactants are C1C(=O)N([I:8])C(=O)C1.C(O)(C(F)(F)F)=O.[NH:16]1[C:20]([C:21]([O:23][CH2:24][CH3:25])=[O:22])=[CH:19][CH:18]=[N:17]1. The catalyst is CC#N. The product is [I:8][C:19]1[C:20]([C:21]([O:23][CH2:24][CH3:25])=[O:22])=[N:16][NH:17][CH:18]=1. The yield is 0.880. (2) The reactants are [C:1]([NH:4][CH2:5][CH2:6][NH:7][CH2:8][C@:9]12[CH2:47][CH2:46][C@@H:45]([C:48]([CH3:50])=[CH2:49])[C@@H:10]1[C@@H:11]1[C@@:24]([CH3:27])([CH2:25][CH2:26]2)[C@@:23]2([CH3:28])[C@@H:14]([C@:15]3([CH3:44])[C@@H:20]([CH2:21][CH2:22]2)[C:19]([CH3:30])([CH3:29])[C:18]([C:31]2[CH:43]=[CH:42][C:34]([C:35]([O:37]C(C)(C)C)=[O:36])=[CH:33][CH:32]=2)=[CH:17][CH2:16]3)[CH2:13][CH2:12]1)(=[O:3])[CH3:2].C(O)(C(F)(F)F)=O. The catalyst is C(Cl)Cl. The product is [C:1]([NH:4][CH2:5][CH2:6][NH:7][CH2:8][C@:9]12[CH2:47][CH2:46][C@@H:45]([C:48]([CH3:50])=[CH2:49])[C@@H:10]1[C@@H:11]1[C@@:24]([CH3:27])([CH2:25][CH2:26]2)[C@@:23]2([CH3:28])[C@@H:14]([C@:15]3([CH3:44])[C@@H:20]([CH2:21][CH2:22]2)[C:19]([CH3:30])([CH3:29])[C:18]([C:31]2[CH:43]=[CH:42][C:34]([C:35]([OH:37])=[O:36])=[CH:33][CH:32]=2)=[CH:17][CH2:16]3)[CH2:13][CH2:12]1)(=[O:3])[CH3:2]. The yield is 0.388. (3) The reactants are [Br:1][C:2]1[C:3](Cl)=[N:4][C:5]([Cl:8])=[N:6][CH:7]=1.[CH3:10][O-:11].[Na+]. The catalyst is CO. The product is [Br:1][C:2]1[C:3]([O:11][CH3:10])=[N:4][C:5]([Cl:8])=[N:6][CH:7]=1. The yield is 0.880.